This data is from Full USPTO retrosynthesis dataset with 1.9M reactions from patents (1976-2016). The task is: Predict the reactants needed to synthesize the given product. (1) Given the product [O:22]1[C:26]2[CH:27]=[CH:28][C:29]([C@@H:31]([N:8]([CH2:1][C:2]3[CH:7]=[CH:6][CH:5]=[CH:4][CH:3]=3)[C@@H:9]([C:10]3[CH:15]=[CH:14][CH:13]=[CH:12][CH:11]=3)[CH3:16])[CH2:32][C:33]([O:35][CH3:36])=[O:34])=[CH:30][C:25]=2[O:24][CH2:23]1, predict the reactants needed to synthesize it. The reactants are: [CH2:1]([NH:8][C@H:9]([CH3:16])[C:10]1[CH:15]=[CH:14][CH:13]=[CH:12][CH:11]=1)[C:2]1[CH:7]=[CH:6][CH:5]=[CH:4][CH:3]=1.C([Li])CCC.[O:22]1[C:26]2[CH:27]=[CH:28][C:29](/[CH:31]=[CH:32]/[C:33]([O:35][CH3:36])=[O:34])=[CH:30][C:25]=2[O:24][CH2:23]1.[Cl-].[NH4+]. (2) Given the product [Cl:49][C:9]1[CH:8]=[C:4]2[C:3](=[CH:2][CH:10]=1)[N:62]([CH3:43])[C:6]([CH:12]([NH:19][C:20]1[CH:21]=[CH:22][C:23]([C:24]([N:30]([CH3:29])[CH2:31][CH2:32][C:33]([O:35][CH2:36][CH3:37])=[O:34])=[O:38])=[CH:27][CH:28]=1)[CH2:13][CH2:14][CH2:15][CH2:16][CH2:17][CH3:18])=[CH:5]2, predict the reactants needed to synthesize it. The reactants are: Cl[C:2]1[CH:3]=[C:4]2[C:8](=[CH:9][CH:10]=1)N(C)[C:6]([CH:12]([NH:19][C:20]1[CH:28]=[CH:27][C:23]([C:24](O)=O)=[CH:22][CH:21]=1)[CH2:13][CH2:14][CH2:15][CH2:16][CH2:17][CH3:18])=[CH:5]2.[CH3:29][NH:30][CH2:31][CH2:32][C:33]([O:35][CH2:36][CH3:37])=[O:34].[OH2:38].ON1C2C=CC=C[C:43]=2N=N1.[ClH:49].C(N=C=NCCCN(C)C)C.[Cl-].[NH4+:62]. (3) Given the product [Cl:1][C:2]1[CH:3]=[C:4]([C:9]2([C:26]([F:28])([F:29])[F:27])[O:13][N:12]=[C:11]([C:14]3[S:18][C:17]([C:19]([Cl:33])=[O:20])=[C:16]4[CH2:22][CH2:23][CH2:24][CH2:25][C:15]=34)[CH2:10]2)[CH:5]=[C:6]([Cl:8])[CH:7]=1, predict the reactants needed to synthesize it. The reactants are: [Cl:1][C:2]1[CH:3]=[C:4]([C:9]2([C:26]([F:29])([F:28])[F:27])[O:13][N:12]=[C:11]([C:14]3[S:18][C:17]([C:19](O)=[O:20])=[C:16]4[CH2:22][CH2:23][CH2:24][CH2:25][C:15]=34)[CH2:10]2)[CH:5]=[C:6]([Cl:8])[CH:7]=1.C(Cl)(=O)C([Cl:33])=O. (4) Given the product [Br:2][CH2:6][C:7]1[S:8][C:9]2[C:16]([C:17]3[CH:18]=[C:19]([CH:25]=[CH:26][CH:27]=3)[C:20]([O:22][CH2:23][CH3:24])=[O:21])=[CH:15][CH:14]=[CH:13][C:10]=2[C:11]=1[CH3:12], predict the reactants needed to synthesize it. The reactants are: P(Br)(Br)[Br:2].O[CH2:6][C:7]1[S:8][C:9]2[C:16]([C:17]3[CH:18]=[C:19]([CH:25]=[CH:26][CH:27]=3)[C:20]([O:22][CH2:23][CH3:24])=[O:21])=[CH:15][CH:14]=[CH:13][C:10]=2[C:11]=1[CH3:12]. (5) Given the product [F:10][C:7]1[CH:8]=[CH:9][C:4]([C:2](=[O:3])[CH2:1][C:11]([O:12][CH2:13][CH3:14])=[O:15])=[CH:5][CH:6]=1, predict the reactants needed to synthesize it. The reactants are: [CH3:1][C:2]([C:4]1[CH:9]=[CH:8][C:7]([F:10])=[CH:6][CH:5]=1)=[O:3].[C:11](=O)([O:15]CC)[O:12][CH2:13][CH3:14].[H-].[Na+]. (6) The reactants are: Br[C:2]1[N:6]([CH:7]([C:18]2[CH:23]=[CH:22][CH:21]=[CH:20][CH:19]=2)[CH2:8][CH2:9][O:10][Si](C(C)(C)C)(C)C)[N:5]=[C:4]([N+:24]([O-:26])=[O:25])[N:3]=1.[F-].C([N+](CCCC)(CCCC)CCCC)CCC.O. Given the product [N+:24]([C:4]1[N:3]=[C:2]2[O:10][CH2:9][CH2:8][CH:7]([C:18]3[CH:23]=[CH:22][CH:21]=[CH:20][CH:19]=3)[N:6]2[N:5]=1)([O-:26])=[O:25], predict the reactants needed to synthesize it. (7) Given the product [Cl:23][C:20]1[CH:21]=[CH:22][C:17]([C:15]2[C:3]3[C:2](=[CH:7][CH:6]=[C:5]([O:8][C:9]4[CH:14]=[CH:13][CH:12]=[CH:11][CH:10]=4)[CH:4]=3)[N:1]=[C:28]([CH3:29])[C:27]=2[C:24](=[O:26])[CH3:25])=[CH:18][CH:19]=1, predict the reactants needed to synthesize it. The reactants are: [NH2:1][C:2]1[CH:7]=[CH:6][C:5]([O:8][C:9]2[CH:14]=[CH:13][CH:12]=[CH:11][CH:10]=2)=[CH:4][C:3]=1[C:15]([C:17]1[CH:22]=[CH:21][C:20]([Cl:23])=[CH:19][CH:18]=1)=O.[C:24]([CH2:27][C:28](=O)[CH3:29])(=[O:26])[CH3:25].